Task: Predict the reaction yield, written as a fraction of the theoretical maximum amount of product (1.0 means a 100% yield; for example, 0.34 means a 34% yield).. Dataset: Reaction yield outcomes from USPTO patents with 853,638 reactions (1) The reactants are [F:1][C:2]1[CH:7]=[CH:6][C:5]([F:8])=[CH:4][C:3]=1[C@H:9]1[CH2:13][CH2:12][CH2:11][N:10]1[C:14]1[CH:15]=[CH:16][C:17]2[N:18]([C:20]([NH2:23])=[CH:21][N:22]=2)[N:19]=1.[C:24](OC(=O)C)(=[O:26])[CH3:25].N1C=CC=CC=1. The catalyst is C(Cl)Cl. The product is [F:1][C:2]1[CH:7]=[CH:6][C:5]([F:8])=[CH:4][C:3]=1[C@H:9]1[CH2:13][CH2:12][CH2:11][N:10]1[C:14]1[CH:15]=[CH:16][C:17]2[N:18]([C:20]([NH:23][C:24](=[O:26])[CH3:25])=[CH:21][N:22]=2)[N:19]=1. The yield is 0.810. (2) The reactants are [Br:1][C:2]1[CH:3]=[C:4]([NH:13][C@H:14]2[CH2:19][CH2:18][C@H:17]([NH:20][C:21]([O:23][C:24]([CH3:27])([CH3:26])[CH3:25])=[O:22])[CH2:16][CH2:15]2)[C:5]([CH3:12])=[C:6]([CH:11]=1)[C:7]([O:9][CH3:10])=[O:8].[CH:28](=O)[CH2:29][CH3:30].C(O)(=O)C.C(O[BH-](OC(=O)C)OC(=O)C)(=O)C.[Na+]. The catalyst is ClC(Cl)C. The product is [Br:1][C:2]1[CH:3]=[C:4]([N:13]([C@H:14]2[CH2:19][CH2:18][C@H:17]([NH:20][C:21]([O:23][C:24]([CH3:27])([CH3:26])[CH3:25])=[O:22])[CH2:16][CH2:15]2)[CH2:28][CH2:29][CH3:30])[C:5]([CH3:12])=[C:6]([CH:11]=1)[C:7]([O:9][CH3:10])=[O:8]. The yield is 0.450. (3) The reactants are [NH2:1][CH2:2][C:3]1[CH:4]=[C:5]2[C:9](=[CH:10][CH:11]=1)[C:8](=[O:12])[N:7]([CH:13]1[CH2:18][CH2:17][C:16](=[O:19])[NH:15][C:14]1=[O:20])[CH2:6]2.S(O)(=O)(=O)C.[CH3:26][O:27][C:28]1[CH:33]=[CH:32][C:31]([O:34][CH3:35])=[CH:30][C:29]=1[C:36]([F:41])([F:40])[C:37](O)=[O:38].C(N(C(C)C)CC)(C)C.F[P-](F)(F)(F)(F)F.CN(C(N(C)C)=[N+]1C2C(=NC=CC=2)[N+]([O-])=N1)C. The catalyst is CS(C)=O.CN(C)C=O. The product is [CH3:26][O:27][C:28]1[CH:33]=[CH:32][C:31]([O:34][CH3:35])=[CH:30][C:29]=1[C:36]([F:40])([F:41])[C:37]([NH:1][CH2:2][C:3]1[CH:4]=[C:5]2[C:9](=[CH:10][CH:11]=1)[C:8](=[O:12])[N:7]([CH:13]1[CH2:18][CH2:17][C:16](=[O:19])[NH:15][C:14]1=[O:20])[CH2:6]2)=[O:38]. The yield is 0.652.